This data is from Peptide-MHC class I binding affinity with 185,985 pairs from IEDB/IMGT. The task is: Regression. Given a peptide amino acid sequence and an MHC pseudo amino acid sequence, predict their binding affinity value. This is MHC class I binding data. The peptide sequence is ISLTCSNTI. The MHC is HLA-A24:02 with pseudo-sequence HLA-A24:02. The binding affinity (normalized) is 0.599.